Dataset: Forward reaction prediction with 1.9M reactions from USPTO patents (1976-2016). Task: Predict the product of the given reaction. (1) The product is: [C:7]([C:10]1[CH:11]=[C:12]([C:15]([NH:17][N:18]([CH2:34][C@@H:35]([O:39][C:1](=[O:5])[CH:2]([CH3:4])[CH3:3])[C:36]([OH:38])=[O:37])[CH2:19][C:20]2[CH:25]=[CH:24][C:23]([C:26]3[CH:31]=[C:30]([Cl:32])[CH:29]=[CH:28][C:27]=3[F:33])=[CH:22][CH:21]=2)=[O:16])[NH:13][N:14]=1)(=[O:9])[CH3:8]. Given the reactants [C:1](Cl)(=[O:5])[CH:2]([CH3:4])[CH3:3].[C:7]([C:10]1[CH:11]=[C:12]([C:15]([NH:17][N:18]([CH2:34][C@@H:35]([OH:39])[C:36]([OH:38])=[O:37])[CH2:19][C:20]2[CH:25]=[CH:24][C:23]([C:26]3[CH:31]=[C:30]([Cl:32])[CH:29]=[CH:28][C:27]=3[F:33])=[CH:22][CH:21]=2)=[O:16])[NH:13][N:14]=1)(=[O:9])[CH3:8].C1COCC1, predict the reaction product. (2) Given the reactants [C:1]1([C:23]2[CH:28]=[CH:27][CH:26]=[CH:25][CH:24]=2)[CH:6]=[CH:5][CH:4]=[CH:3][C:2]=1[CH:7]([NH:16]S(C(C)(C)C)=O)[CH2:8][CH:9]([CH3:15])[C:10]([O:12][CH2:13][CH3:14])=[O:11].Cl.O1CCOCC1, predict the reaction product. The product is: [C:1]1([C:23]2[CH:28]=[CH:27][CH:26]=[CH:25][CH:24]=2)[CH:6]=[CH:5][CH:4]=[CH:3][C:2]=1[CH:7]([NH2:16])[CH2:8][CH:9]([CH3:15])[C:10]([O:12][CH2:13][CH3:14])=[O:11]. (3) Given the reactants [C:1]([N:5]1[CH2:10][C:9]2([CH2:15][CH2:14][N:13]([C:16](OC(C)(C)C)=[O:17])[CH2:12][CH2:11]2)[O:8][CH:7]([CH:23]=C)[CH2:6]1)([CH3:4])([CH3:3])[CH3:2].C[N+]1([O-])CC[O:29][CH2:28]C1.[CH3:33][C:34]([OH:37])([CH3:36])[CH3:35].CC(C)=[O:40], predict the reaction product. The product is: [C:1]([N:5]1[CH2:6][CH:7]([CH:23]([OH:40])[CH2:28][OH:29])[O:8][C:9]2([CH2:11][CH2:12][N:13]([C:16]([O:37][C:34]([CH3:36])([CH3:35])[CH3:33])=[O:17])[CH2:14][CH2:15]2)[CH2:10]1)([CH3:2])([CH3:3])[CH3:4]. (4) Given the reactants [CH3:1][O:2][C:3]1[CH:4]=[C:5]([Mg]Br)[CH:6]=[CH:7][C:8]=1[O:9][CH3:10].[B:13](OCCO)([OH:21])[C:14]1[CH:19]=[CH:18][CH:17]=[C:16]([Cl:20])[CH:15]=1, predict the reaction product. The product is: [Cl:20][C:16]1[CH:15]=[C:14]([B:13]([C:5]2[CH:6]=[CH:7][C:8]([O:9][CH3:10])=[C:3]([O:2][CH3:1])[CH:4]=2)[OH:21])[CH:19]=[CH:18][CH:17]=1. (5) Given the reactants [F:1][C:2]([F:18])([F:17])[C:3]1[CH:8]=[CH:7][C:6]([C:9]2[N:14]=[C:13]([CH:15]=[O:16])[CH:12]=[CH:11][CH:10]=2)=[CH:5][CH:4]=1, predict the reaction product. The product is: [CH3:2][CH:3]([CH3:8])[CH2:4][CH:15]([C:13]1[CH:12]=[CH:11][CH:10]=[C:9]([C:6]2[CH:5]=[CH:4][C:3]([C:2]([F:17])([F:1])[F:18])=[CH:8][CH:7]=2)[N:14]=1)[OH:16]. (6) Given the reactants [C:1]([C:4]1[CH:9]=[CH:8][C:7]([NH:10][C:11]2[C:12]3[C:19]([CH3:20])=[C:18]([C:21]([O:23]C)=O)[S:17][C:13]=3[N:14]=[CH:15][N:16]=2)=[C:6]([O:25][CH2:26][CH3:27])[CH:5]=1)(=[O:3])[NH2:2].[Cl-].[NH4+:29], predict the reaction product. The product is: [C:1]([C:4]1[CH:9]=[CH:8][C:7]([NH:10][C:11]2[C:12]3[C:19]([CH3:20])=[C:18]([C:21]([NH2:29])=[O:23])[S:17][C:13]=3[N:14]=[CH:15][N:16]=2)=[C:6]([O:25][CH2:26][CH3:27])[CH:5]=1)(=[O:3])[NH2:2]. (7) Given the reactants Br[C:2]1[CH:3]=[C:4]([C@@H:8]2[C@@H:12]([C:13]3[CH:18]=[CH:17][CH:16]=[C:15]([F:19])[CH:14]=3)[O:11][C:10](=[O:20])[NH:9]2)[CH:5]=[N:6][CH:7]=1.[CH3:21][N:22]([CH3:26])[CH2:23][C:24]#[CH:25].C1(P(C2C=CC=CC=2)C2C=CC=CC=2)C=CC=CC=1, predict the reaction product. The product is: [CH3:21][N:22]([CH3:26])[CH2:23][C:24]#[C:25][C:2]1[CH:3]=[C:4]([C@@H:8]2[C@@H:12]([C:13]3[CH:18]=[CH:17][CH:16]=[C:15]([F:19])[CH:14]=3)[O:11][C:10](=[O:20])[NH:9]2)[CH:5]=[N:6][CH:7]=1. (8) Given the reactants [C:1]([O:5][C:6]([N:8]([CH3:10])[NH2:9])=[O:7])([CH3:4])([CH3:3])[CH3:2].[C:11]1([C:20]2[CH:25]=[CH:24][CH:23]=[CH:22][CH:21]=2)[C:12](B(O)O)=[CH:13][CH:14]=[CH:15][CH:16]=1.C(N(CC)CC)C, predict the reaction product. The product is: [C:1]([O:5][C:6]([N:8]([CH3:10])[NH:9][C:25]1[CH:24]=[CH:23][CH:22]=[CH:21][C:20]=1[C:11]1[CH:16]=[CH:15][CH:14]=[CH:13][CH:12]=1)=[O:7])([CH3:4])([CH3:3])[CH3:2]. (9) Given the reactants Cl[C:2]1[CH:11]=[CH:10][C:9]2[C:4](=[CH:5][CH:6]=[C:7]([CH3:22])[C:8]=2[NH:12][C:13](=[O:21])[CH2:14][CH:15]2[CH2:20][CH2:19][CH2:18][CH2:17][CH2:16]2)[N:3]=1.[NH:23]1[CH2:28][CH2:27][NH:26][CH2:25][CH2:24]1, predict the reaction product. The product is: [CH3:22][C:7]1[C:8]([NH:12][C:13](=[O:21])[CH2:14][CH:15]2[CH2:20][CH2:19][CH2:18][CH2:17][CH2:16]2)=[C:9]2[C:4](=[CH:5][CH:6]=1)[N:3]=[C:2]([N:23]1[CH2:28][CH2:27][NH:26][CH2:25][CH2:24]1)[CH:11]=[CH:10]2.